This data is from Peptide-MHC class II binding affinity with 134,281 pairs from IEDB. The task is: Regression. Given a peptide amino acid sequence and an MHC pseudo amino acid sequence, predict their binding affinity value. This is MHC class II binding data. (1) The peptide sequence is LASVAMCRTPFSLAE. The MHC is DRB1_0404 with pseudo-sequence DRB1_0404. The binding affinity (normalized) is 0.936. (2) The peptide sequence is YLGFVQDAATYAVTT. The MHC is HLA-DPA10201-DPB11401 with pseudo-sequence HLA-DPA10201-DPB11401. The binding affinity (normalized) is 0.159. (3) The peptide sequence is QLQPFPQPELPYP. The MHC is DRB1_1101 with pseudo-sequence DRB1_1101. The binding affinity (normalized) is 0. (4) The peptide sequence is MVSRLLLNRFTMTHRR. The MHC is DRB3_0101 with pseudo-sequence DRB3_0101. The binding affinity (normalized) is 0.287. (5) The peptide sequence is QQLLFIHFRIGCRHSRIG. The MHC is DRB1_1001 with pseudo-sequence DRB1_1001. The binding affinity (normalized) is 0.624. (6) The peptide sequence is RLLINERDYSRYFGN. The MHC is DRB1_0101 with pseudo-sequence DRB1_0101. The binding affinity (normalized) is 0.206. (7) The peptide sequence is DLSVISKVVKVTIDY. The MHC is DRB1_0101 with pseudo-sequence DRB1_0101. The binding affinity (normalized) is 0.869. (8) The peptide sequence is SYIAEMETESWIVDR. The MHC is DRB1_0701 with pseudo-sequence DRB1_0701. The binding affinity (normalized) is 0.440. (9) The peptide sequence is VAISRYLGKQFGLSG. The MHC is DRB1_0404 with pseudo-sequence DRB1_0404. The binding affinity (normalized) is 0.287.